This data is from Forward reaction prediction with 1.9M reactions from USPTO patents (1976-2016). The task is: Predict the product of the given reaction. (1) Given the reactants Cl.[CH3:2][O:3][C:4]1[CH:5]=[C:6]2[C:9](=[CH:10][C:11]=1[O:12][CH3:13])[CH:8]([CH2:14][N:15](C)[CH2:16][CH2:17][C:18]([N:20]1[CH2:26][CH2:25][C:24]3[CH:27]=[C:28]([O:33][CH3:34])[C:29]([O:31][CH3:32])=[CH:30][C:23]=3[CH2:22][CH2:21]1)=[O:19])[CH2:7]2.[CH3:36][O:37][C:38]1[CH:39]=[C:40]2[C:43](=[CH:44][C:45]=1[O:46][CH3:47])[CH:42]([CH2:48][NH:49][CH3:50])[CH2:41]2.[C:51]([OH:58])(=[O:57])/[CH:52]=[CH:53]/[C:54]([OH:56])=[O:55], predict the reaction product. The product is: [C:51]([OH:58])(=[O:57])/[CH:52]=[CH:53]/[C:54]([OH:56])=[O:55].[CH3:54][O:55][C:39]1[C:38]([O:37][CH3:36])=[C:45]([O:46][CH3:47])[CH:44]=[C:43]2[C:40]=1[CH2:41][CH:42]2[CH2:48][NH:49][CH2:50][CH2:17][C:18]([N:20]1[CH2:26][CH2:25][C:24]2[CH:27]=[C:28]([O:33][CH3:34])[C:29]([O:31][CH3:32])=[CH:30][C:23]=2[CH2:22][CH2:21]1)=[O:19].[CH3:36][O:37][C:5]1[C:4]([O:3][CH3:2])=[C:11]([O:12][CH3:13])[CH:10]=[C:9]2[C:6]=1[CH2:7][CH:8]2[CH2:14][NH:15][CH2:16][CH2:17][C:18](=[O:19])[N:20]1[CH2:21][CH2:22][C:23]2[CH:30]=[C:29]([O:31][CH3:32])[C:28]([O:33][CH3:34])=[CH:27][C:24]=2[CH2:25][CH2:26]1. (2) Given the reactants [CH3:1][C:2]1[C:6]([N+:7]([O-])=O)=[C:5]([NH:10][C:11]([C:13]2[CH:22]=[CH:21][CH:20]=[CH:19][C:14]=2[C:15]([O:17][CH3:18])=[O:16])=[O:12])[S:4][N:3]=1.[H][H], predict the reaction product. The product is: [NH2:7][C:6]1[C:2]([CH3:1])=[N:3][S:4][C:5]=1[NH:10][C:11]([C:13]1[CH:22]=[CH:21][CH:20]=[CH:19][C:14]=1[C:15]([O:17][CH3:18])=[O:16])=[O:12]. (3) Given the reactants [Cl:1][C:2]1[CH:7]=[CH:6][N:5]([CH:8]2[CH2:13][CH2:12][CH2:11][CH2:10][CH:9]2[CH3:14])[C:4](=[O:15])[C:3]=1[CH:16]=[N:17]O.P(Cl)(Cl)(Cl)=O.C(=O)([O-])O.[Na+], predict the reaction product. The product is: [Cl:1][C:2]1[CH:7]=[CH:6][N:5]([CH:8]2[CH2:13][CH2:12][CH2:11][CH2:10][CH:9]2[CH3:14])[C:4](=[O:15])[C:3]=1[C:16]#[N:17]. (4) Given the reactants [OH:1][C:2]1[C:11]2[N:10]=[C:9]([NH:12][C:13](=[O:20])[C:14]3[CH:19]=[CH:18][CH:17]=[N:16][CH:15]=3)[N:8]3[CH2:21][CH2:22][N:23]=[C:7]3[C:6]=2[CH:5]=[CH:4][CH:3]=1.Cl[CH2:25][CH2:26][CH2:27][S:28]([N:31]([CH3:33])[CH3:32])(=[O:30])=[O:29], predict the reaction product. The product is: [CH3:32][N:31]([CH3:33])[S:28]([CH2:27][CH2:26][CH2:25][O:1][C:2]1[C:11]2[N:10]=[C:9]([NH:12][C:13](=[O:20])[C:14]3[CH:19]=[CH:18][CH:17]=[N:16][CH:15]=3)[N:8]3[CH2:21][CH2:22][N:23]=[C:7]3[C:6]=2[CH:5]=[CH:4][CH:3]=1)(=[O:30])=[O:29]. (5) Given the reactants [C:1]([C:5]1[CH:11]=[CH:10][C:9]([N+:12]([O-:14])=[O:13])=[CH:8][C:6]=1N)([CH3:4])([CH3:3])[CH3:2].Cl.N([O-])=O.[Na+].[H+].[F:21][P-](F)(F)(F)(F)F, predict the reaction product. The product is: [C:1]([C:5]1[CH:11]=[CH:10][C:9]([N+:12]([O-:14])=[O:13])=[CH:8][C:6]=1[F:21])([CH3:4])([CH3:3])[CH3:2].